This data is from Catalyst prediction with 721,799 reactions and 888 catalyst types from USPTO. The task is: Predict which catalyst facilitates the given reaction. (1) Reactant: C1(S([N:10]2[C:14]3=[N:15][CH:16]=[C:17]([F:19])[CH:18]=[C:13]3[CH:12]=[C:11]2[C:20]([C:28]2[CH:33]=[CH:32][C:31]([S:34]([CH2:37][CH2:38][O:39][CH3:40])(=[O:36])=[O:35])=[CH:30][CH:29]=2)=[CH:21][CH:22]2[CH2:27][CH2:26][O:25][CH2:24][CH2:23]2)(=O)=O)C=CC=CC=1.[OH-].[Na+].[CH2:43](O)C. Product: [CH2:40]([O:39][CH2:38][CH2:37][S:34]([C:31]1[CH:30]=[CH:29][C:28]([C:20]([C:11]2[NH:10][C:14]3=[N:15][CH:16]=[C:17]([F:19])[CH:18]=[C:13]3[CH:12]=2)=[CH:21][CH:22]2[CH2:27][CH2:26][O:25][CH2:24][CH2:23]2)=[CH:33][CH:32]=1)(=[O:35])=[O:36])[CH3:43]. The catalyst class is: 217. (2) Reactant: [C:1]([O:10][CH3:11])(=[O:9])[C:2]1[C:3](=[CH:5][CH:6]=[CH:7][CH:8]=1)[OH:4].[CH2:12](Br)[C:13]1[CH:18]=[CH:17][CH:16]=[CH:15][CH:14]=1.C([O-])([O-])=O.[K+].[K+]. Product: [CH2:12]([O:4][C:3]1[CH:5]=[CH:6][CH:7]=[CH:8][C:2]=1[C:1]([O:10][CH3:11])=[O:9])[C:13]1[CH:18]=[CH:17][CH:16]=[CH:15][CH:14]=1. The catalyst class is: 21.